The task is: Predict the reactants needed to synthesize the given product.. This data is from Retrosynthesis with 50K atom-mapped reactions and 10 reaction types from USPTO. Given the product COC(=O)c1ccc(C(=O)N2CCN(CC(=O)Nc3ccc(Oc4ccccc4)cc3)CC2)cc1, predict the reactants needed to synthesize it. The reactants are: COC(=O)c1ccc(C(=O)[O-])cc1.O=C(CN1CCNCC1)Nc1ccc(Oc2ccccc2)cc1.